This data is from TCR-epitope binding with 47,182 pairs between 192 epitopes and 23,139 TCRs. The task is: Binary Classification. Given a T-cell receptor sequence (or CDR3 region) and an epitope sequence, predict whether binding occurs between them. (1) The epitope is PROT_97E67BCC. The TCR CDR3 sequence is CASSVLTSGGDEQYF. Result: 1 (the TCR binds to the epitope). (2) The epitope is LLQTGIHVRVSQPSL. The TCR CDR3 sequence is CASSYSGGGSYNEQFF. Result: 1 (the TCR binds to the epitope). (3) The epitope is KMKDLSPRW. The TCR CDR3 sequence is CASSLVQGAYEQYF. Result: 0 (the TCR does not bind to the epitope). (4) The epitope is KTSVDCTMYI. The TCR CDR3 sequence is CASSLGQGSFREQFF. Result: 1 (the TCR binds to the epitope). (5) The epitope is RAKFKQLL. The TCR CDR3 sequence is CASSQDGSGAGYTF. Result: 0 (the TCR does not bind to the epitope). (6) The epitope is HLVDFQVTI. The TCR CDR3 sequence is CASSYPVGQGIVYEQYF. Result: 0 (the TCR does not bind to the epitope). (7) The epitope is IPIQASLPF. The TCR CDR3 sequence is CASSQDHETPSSYEQYF. Result: 1 (the TCR binds to the epitope).